Dataset: Reaction yield outcomes from USPTO patents with 853,638 reactions. Task: Predict the reaction yield, written as a fraction of the theoretical maximum amount of product (1.0 means a 100% yield; for example, 0.34 means a 34% yield). (1) The reactants are Br[C:2]1[CH:8]=[CH:7][C:5]([NH2:6])=[C:4]([O:9][C:10]([F:13])([F:12])[F:11])[CH:3]=1.[C:14]([C:16]1[N:20]([CH3:21])[C:19](B(O)O)=[CH:18][CH:17]=1)#[N:15].[F-].[K+].C(P(C(C)(C)C)C(C)(C)C)(C)(C)C. The catalyst is C1C=CC(/C=C/C(/C=C/C2C=CC=CC=2)=O)=CC=1.C1C=CC(/C=C/C(/C=C/C2C=CC=CC=2)=O)=CC=1.C1C=CC(/C=C/C(/C=C/C2C=CC=CC=2)=O)=CC=1.[Pd].[Pd]. The product is [NH2:6][C:5]1[CH:7]=[CH:8][C:2]([C:19]2[N:20]([CH3:21])[C:16]([C:14]#[N:15])=[CH:17][CH:18]=2)=[CH:3][C:4]=1[O:9][C:10]([F:13])([F:12])[F:11]. The yield is 0.710. (2) The reactants are Cl.[CH:2]([CH:15]1[C:20](=[O:21])[CH2:19][CH2:18][NH:17][CH2:16]1)([C:9]1[CH:14]=[CH:13][CH:12]=[CH:11][CH:10]=1)[C:3]1[CH:8]=[CH:7][CH:6]=[CH:5][CH:4]=1.C(NCC)(C)C.[CH3:28][O:29][C:30]1[CH:35]=[C:34]([CH3:36])[CH:33]=[CH:32][C:31]=1[S:37](Cl)(=[O:39])=[O:38].C(OC(C)C)(C)C. The catalyst is ClCCl.CN(C1C=CN=CC=1)C.O.C(OCC)(=O)C. The product is [CH:2]([CH:15]1[C:20](=[O:21])[CH2:19][CH2:18][N:17]([S:37]([C:31]2[CH:32]=[CH:33][C:34]([CH3:36])=[CH:35][C:30]=2[O:29][CH3:28])(=[O:39])=[O:38])[CH2:16]1)([C:9]1[CH:14]=[CH:13][CH:12]=[CH:11][CH:10]=1)[C:3]1[CH:4]=[CH:5][CH:6]=[CH:7][CH:8]=1. The yield is 0.910. (3) The reactants are [Cl:1][C:2]1[C:11]2[C:6](=[CH:7][C:8]([O:20][CH3:21])=[CH:9][C:10]=2[O:12][CH:13]2[CH2:18][CH2:17][N:16]([CH3:19])[CH2:15][CH2:14]2)[N:5]=[CH:4][N:3]=1.[NH2:22][C:23]1[CH:24]=[C:25]2[C:29](=[CH:30][CH:31]=1)[NH:28][CH:27]=[C:26]2[Br:32]. No catalyst specified. The product is [ClH:1].[Br:32][C:26]1[C:25]2[C:29](=[CH:30][CH:31]=[C:23]([NH:22][C:2]3[C:11]4[C:6](=[CH:7][C:8]([O:20][CH3:21])=[CH:9][C:10]=4[O:12][CH:13]4[CH2:18][CH2:17][N:16]([CH3:19])[CH2:15][CH2:14]4)[N:5]=[CH:4][N:3]=3)[CH:24]=2)[NH:28][CH:27]=1. The yield is 0.190. (4) The reactants are [NH2:1][C:2]1[CH:22]=[CH:21][C:5]([O:6][C:7]2[CH:12]=[CH:11][N:10]=[C:9]([NH:13][C:14]([N:16]3[CH2:20][CH2:19][CH2:18][CH2:17]3)=[O:15])[CH:8]=2)=[CH:4][C:3]=1[Cl:23].C(N(CC)CC)C.[F:31][P-](F)(F)(F)(F)F.[N:38]1(O[P+](N(C)C)(N(C)C)N(C)C)[C:42]2[CH:43]=[CH:44][CH:45]=[CH:46][C:41]=2N=N1.C([O:60][CH2:61][CH3:62])C.CN(C)[CH:65]=[O:66]. The catalyst is CCCCCC. The product is [Cl:23][C:3]1[CH:4]=[C:5]([O:6][C:7]2[CH:12]=[CH:11][N:10]=[C:9]([NH:13][C:14]([N:16]3[CH2:20][CH2:19][CH2:18][CH2:17]3)=[O:15])[CH:8]=2)[CH:21]=[CH:22][C:2]=1[NH:1][C:61](=[O:60])[CH2:62][C:65]([NH:38][C:42]1[CH:43]=[CH:44][C:45]([F:31])=[CH:46][CH:41]=1)=[O:66]. The yield is 0.769. (5) The product is [Br:2][C:1]([Br:5])=[CH:30][C:27]1[CH:28]=[CH:29][O:25][CH:26]=1. The reactants are [C:1]([Br:5])(Br)(Br)[Br:2].C1(P(C2C=CC=CC=2)C2C=CC=CC=2)C=CC=CC=1.[O:25]1[CH:29]=[CH:28][C:27]([CH:30]=O)=[CH:26]1. The catalyst is C(Cl)Cl. The yield is 0.550. (6) The reactants are [N+:1]([C:4]1[CH:17]=[CH:16][C:15]2[C:14]3[C:9](=[CH:10][CH:11]=[CH:12][CH:13]=3)[CH2:8][CH2:7][C:6]=2[CH:5]=1)([O-:3])=[O:2].ClC1C(=O)C(C#N)=C(C#N)C(=O)C=1Cl. The catalyst is O1CCOCC1. The product is [N+:1]([C:4]1[CH:17]=[CH:16][C:15]2[C:14]3[C:9](=[CH:10][CH:11]=[CH:12][CH:13]=3)[CH:8]=[CH:7][C:6]=2[CH:5]=1)([O-:3])=[O:2]. The yield is 0.600. (7) The reactants are [CH3:1][O:2][C:3]([C:5]1[S:6][C:7]([CH:31]2[CH2:36][CH2:35][C:34]([CH3:38])([CH3:37])[CH2:33][CH2:32]2)=[CH:8][C:9]=1[N:10]([C@H:20]1[CH2:25][CH2:24][C@@H:23](OS(C)(=O)=O)[CH2:22][CH2:21]1)[C:11]([C@H:13]1[CH2:18][CH2:17][C@H:16]([CH3:19])[CH2:15][CH2:14]1)=[O:12])=[O:4].[N-:39]=[N+:40]=[N-:41].[Na+]. The catalyst is CN(C=O)C.C(OCC)C. The product is [CH3:1][O:2][C:3]([C:5]1[S:6][C:7]([CH:31]2[CH2:36][CH2:35][C:34]([CH3:38])([CH3:37])[CH2:33][CH2:32]2)=[CH:8][C:9]=1[N:10]([C@H:20]1[CH2:25][CH2:24][C@H:23]([N:39]=[N+:40]=[N-:41])[CH2:22][CH2:21]1)[C:11]([C@H:13]1[CH2:18][CH2:17][C@H:16]([CH3:19])[CH2:15][CH2:14]1)=[O:12])=[O:4]. The yield is 0.690. (8) The reactants are N[C:2]1[NH:7][C:6](=[O:8])[C:5]2=[C:9]([I:22])[N:10]=[C:11]([C@H:12]3[CH2:17][CH2:16][C@H:15]([C:18]([O:20][CH3:21])=[O:19])[CH2:14][CH2:13]3)[N:4]2[N:3]=1.N(OC(C)(C)C)=O. The catalyst is C1COCC1.CN(C=O)C. The product is [I:22][C:9]1[N:10]=[C:11]([C@H:12]2[CH2:13][CH2:14][C@H:15]([C:18]([O:20][CH3:21])=[O:19])[CH2:16][CH2:17]2)[N:4]2[C:5]=1[C:6](=[O:8])[NH:7][CH:2]=[N:3]2. The yield is 0.670.